From a dataset of Forward reaction prediction with 1.9M reactions from USPTO patents (1976-2016). Predict the product of the given reaction. (1) Given the reactants [Cl:1][C:2]1[C:7]([N:8]2[CH2:13][CH2:12][CH:11]([C:14]3[CH:19]=[C:18]([O:20][CH3:21])[CH:17]=[CH:16][C:15]=3[O:22][CH3:23])[CH2:10][CH2:9]2)=[CH:6][N:5]=[N:4][C:3]=1[NH:24][NH:25][C:26](=O)[CH2:27][C:28]([F:31])([F:30])[F:29].P(Cl)(Cl)(Cl)=O, predict the reaction product. The product is: [Cl:1][C:2]1[C:3]2[N:4]([C:26]([CH2:27][C:28]([F:30])([F:31])[F:29])=[N:25][N:24]=2)[N:5]=[CH:6][C:7]=1[N:8]1[CH2:9][CH2:10][CH:11]([C:14]2[CH:19]=[C:18]([O:20][CH3:21])[CH:17]=[CH:16][C:15]=2[O:22][CH3:23])[CH2:12][CH2:13]1. (2) Given the reactants [N:1]1([C:6]2[CH:7]=[CH:8][C:9]3[N:10]([CH:12]=[C:13]([NH:15][C:16]([C:18]4[CH:23]=[CH:22][C:21]([C:24]([CH3:29])([CH3:28])[C:25]([OH:27])=O)=[CH:20][CH:19]=4)=[O:17])[N:14]=3)[CH:11]=2)[CH:5]=[CH:4][N:3]=[CH:2]1.[NH2:30][CH2:31][CH:32]([OH:35])[CH2:33][OH:34].CCN=C=NCCCN(C)C.C1C=CC2N(O)N=NC=2C=1, predict the reaction product. The product is: [OH:35][CH:32]([CH2:33][OH:34])[CH2:31][NH:30][C:25](=[O:27])[C:24]([C:21]1[CH:20]=[CH:19][C:18]([C:16]([NH:15][C:13]2[N:14]=[C:9]3[CH:8]=[CH:7][C:6]([N:1]4[CH:5]=[CH:4][N:3]=[CH:2]4)=[CH:11][N:10]3[CH:12]=2)=[O:17])=[CH:23][CH:22]=1)([CH3:28])[CH3:29].